From a dataset of Full USPTO retrosynthesis dataset with 1.9M reactions from patents (1976-2016). Predict the reactants needed to synthesize the given product. (1) The reactants are: [NH2:1][C@@H:2]([C:6]([OH:9])([CH3:8])[CH3:7])[C:3]([OH:5])=[O:4].[C:10]([O:14][C:15](O[C:15]([O:14][C:10]([CH3:13])([CH3:12])[CH3:11])=[O:16])=[O:16])([CH3:13])([CH3:12])[CH3:11]. Given the product [C:10]([O:14][C:15]([NH:1][C@@H:2]([C:6]([OH:9])([CH3:8])[CH3:7])[C:3]([OH:5])=[O:4])=[O:16])([CH3:13])([CH3:12])[CH3:11], predict the reactants needed to synthesize it. (2) Given the product [C:1]([C:6]1[CH:7]=[C:8]([C:28]#[N:29])[C:9]([N:19]2[CH2:20][CH2:21][CH:22]([C:25]([NH:41][S:38]([N:37]([C:34]3[CH:35]=[CH:36][C:31]([F:30])=[CH:32][CH:33]=3)[CH3:42])(=[O:39])=[O:40])=[O:27])[CH2:23][CH2:24]2)=[N:10][C:11]=1[CH2:12][N:13]1[CH2:17][CH2:16][CH2:15][C:14]1=[O:18])(=[O:5])[CH2:2][CH2:3][CH3:4], predict the reactants needed to synthesize it. The reactants are: [C:1]([C:6]1[CH:7]=[C:8]([C:28]#[N:29])[C:9]([N:19]2[CH2:24][CH2:23][CH:22]([C:25]([OH:27])=O)[CH2:21][CH2:20]2)=[N:10][C:11]=1[CH2:12][N:13]1[CH2:17][CH2:16][CH2:15][C:14]1=[O:18])(=[O:5])[CH2:2][CH2:3][CH3:4].[F:30][C:31]1[CH:36]=[CH:35][C:34]([N:37]([CH3:42])[S:38]([NH2:41])(=[O:40])=[O:39])=[CH:33][CH:32]=1.